Dataset: Forward reaction prediction with 1.9M reactions from USPTO patents (1976-2016). Task: Predict the product of the given reaction. (1) Given the reactants Cl[C:2]1[CH:11]=[C:10]2[C:5]([CH:6]=[C:7]([C:14]3[CH:15]=[C:16]([NH:21][C:22](=[O:29])[C:23]4[CH:28]=[CH:27][CH:26]=[CH:25][CH:24]=4)[CH:17]=[CH:18][C:19]=3[CH3:20])[C:8](=[O:13])[N:9]2[CH3:12])=[CH:4][N:3]=1.[CH3:30][O-:31].[Na+], predict the reaction product. The product is: [CH3:30][O:31][C:2]1[CH:11]=[C:10]2[C:5]([CH:6]=[C:7]([C:14]3[CH:15]=[C:16]([NH:21][C:22](=[O:29])[C:23]4[CH:28]=[CH:27][CH:26]=[CH:25][CH:24]=4)[CH:17]=[CH:18][C:19]=3[CH3:20])[C:8](=[O:13])[N:9]2[CH3:12])=[CH:4][N:3]=1. (2) Given the reactants [F:1][C:2]1[CH:7]=[C:6]([F:8])[CH:5]=[CH:4][C:3]=1[C:9]1[CH:14]=[CH:13][C:12]([OH:15])=[CH:11][CH:10]=1.[C:16]12(O)[CH2:25][CH:20]3[CH2:21][CH:22]([CH2:24][CH:18]([CH2:19]3)[CH2:17]1)[CH2:23]2.C1(C)C=CC=CC=1.CCCCCCC, predict the reaction product. The product is: [C:16]12([C:11]3[CH:10]=[C:9]([C:3]4[CH:4]=[CH:5][C:6]([F:8])=[CH:7][C:2]=4[F:1])[CH:14]=[CH:13][C:12]=3[OH:15])[CH2:25][CH:20]3[CH2:21][CH:22]([CH2:24][CH:18]([CH2:19]3)[CH2:17]1)[CH2:23]2.